Predict the product of the given reaction. From a dataset of Forward reaction prediction with 1.9M reactions from USPTO patents (1976-2016). The product is: [CH3:15][C:4]1[CH:5]=[C:6]([O:8][C:9]2[CH:14]=[N:13][CH:12]=[CH:11][N:10]=2)[CH:7]=[C:2]([CH3:1])[C:3]=1[C:16]1[N:17]=[C:18]([NH:21][C:30](=[O:37])[C:31]2[CH:36]=[CH:35][N:34]=[CH:33][CH:32]=2)[S:19][CH:20]=1. Given the reactants [CH3:1][C:2]1[CH:7]=[C:6]([O:8][C:9]2[CH:14]=[N:13][CH:12]=[CH:11][N:10]=2)[CH:5]=[C:4]([CH3:15])[C:3]=1[C:16]1[N:17]=[C:18]([NH2:21])[S:19][CH:20]=1.C(N(CC)CC)C.Cl.[C:30](Cl)(=[O:37])[C:31]1[CH:36]=[CH:35][N:34]=[CH:33][CH:32]=1, predict the reaction product.